This data is from Full USPTO retrosynthesis dataset with 1.9M reactions from patents (1976-2016). The task is: Predict the reactants needed to synthesize the given product. Given the product [NH2:1][C:2]1[C:11]([C:12]([NH:25][C:26]2[CH:27]=[N:28][CH:29]=[C:30]([F:45])[C:31]=2[N:32]2[CH2:37][CH2:36][CH:35]([C:38]([O:40][C:41]([CH3:43])([CH3:42])[CH3:44])=[O:39])[CH2:34][CH2:33]2)=[O:14])=[C:5]2[N:6]=[CH:7][C:8]([F:10])=[CH:9][N:4]2[N:3]=1, predict the reactants needed to synthesize it. The reactants are: [NH2:1][C:2]1[C:11]([C:12]([O:14]N2C3C=C(Cl)C=CC=3N=N2)=O)=[C:5]2[N:6]=[CH:7][C:8]([F:10])=[CH:9][N:4]2[N:3]=1.[NH2:25][C:26]1[CH:27]=[N:28][CH:29]=[C:30]([F:45])[C:31]=1[N:32]1[CH2:37][CH2:36][CH:35]([C:38]([O:40][C:41]([CH3:44])([CH3:43])[CH3:42])=[O:39])[CH2:34][CH2:33]1.